This data is from Catalyst prediction with 721,799 reactions and 888 catalyst types from USPTO. The task is: Predict which catalyst facilitates the given reaction. (1) Reactant: [F:1][C:2]1[CH:7]=[CH:6][C:5]([N:8]2[C:16]3[C:11](=[CH:12][C:13]([O:17][CH:18]([C:22]4[CH:27]=[CH:26][CH:25]=[CH:24][CH:23]=4)[C:19]([NH2:21])=[O:20])=[CH:14][CH:15]=3)[CH:10]=[N:9]2)=[CH:4][CH:3]=1.CC([O-])(C)C.[K+].[CH3:34][CH:35]([CH3:39])[C:36](Cl)=[O:37]. Product: [F:1][C:2]1[CH:3]=[CH:4][C:5]([N:8]2[C:16]3[C:11](=[CH:12][C:13]([O:17][CH:18]([C:22]4[CH:23]=[CH:24][CH:25]=[CH:26][CH:27]=4)[C:19]([NH:21][C:36](=[O:37])[CH:35]([CH3:39])[CH3:34])=[O:20])=[CH:14][CH:15]=3)[CH:10]=[N:9]2)=[CH:6][CH:7]=1. The catalyst class is: 1. (2) Reactant: C(O[BH-](OC(=O)C)OC(=O)C)(=O)C.[Na+].[Cl:15]C(Cl)C.[NH2:19][C@H:20]1[CH2:25][CH2:24][CH2:23][CH2:22][C@@H:21]1[NH:26][C:27]1[CH:47]=[C:46]([C:48]([F:51])([F:50])[F:49])[CH:45]=[CH:44][C:28]=1[C:29]([NH:31][C:32]1[CH:40]=[C:39]2[C:35]([C:36]([CH3:43])([CH3:42])[C:37](=[O:41])[NH:38]2)=[CH:34][CH:33]=1)=[O:30].[C:52]1(=O)[CH2:56][CH2:55][CH2:54][CH2:53]1.[OH-].[Na+]. Product: [ClH:15].[CH:52]1([NH:19][C@H:20]2[CH2:25][CH2:24][CH2:23][CH2:22][C@@H:21]2[NH:26][C:27]2[CH:47]=[C:46]([C:48]([F:51])([F:49])[F:50])[CH:45]=[CH:44][C:28]=2[C:29]([NH:31][C:32]2[CH:40]=[C:39]3[C:35]([C:36]([CH3:43])([CH3:42])[C:37](=[O:41])[NH:38]3)=[CH:34][CH:33]=2)=[O:30])[CH2:56][CH2:55][CH2:54][CH2:53]1. The catalyst class is: 15. (3) Reactant: [F:1][C:2]1[CH:7]=[CH:6][C:5]([N:8]=[C:9]2[N:13]([CH2:14][CH2:15][CH2:16][NH:17][CH2:18][C:19]([OH:21])=O)[C:12]([C:22]3[CH:27]=[CH:26][C:25]([N:28]4[CH2:33][CH2:32][O:31][CH2:30][CH2:29]4)=[CH:24][CH:23]=3)=[CH:11][S:10]2)=[CH:4][CH:3]=1.Cl.[CH2:35]([NH2:37])[CH3:36].C(N(C(C)C)CC)(C)C.N=C=N. Product: [CH2:35]([NH:37][C:19](=[O:21])[CH2:18][NH:17][CH2:16][CH2:15][CH2:14][N:13]1[C:12]([C:22]2[CH:23]=[CH:24][C:25]([N:28]3[CH2:33][CH2:32][O:31][CH2:30][CH2:29]3)=[CH:26][CH:27]=2)=[CH:11][S:10][C:9]1=[N:8][C:5]1[CH:4]=[CH:3][C:2]([F:1])=[CH:7][CH:6]=1)[CH3:36]. The catalyst class is: 120. (4) Reactant: [CH2:1]([N:3]([CH2:22][CH3:23])[C:4]([C:6]1[CH:11]=[CH:10][C:9]([CH:12]([OH:21])[C:13]2[CH:18]=[CH:17][CH:16]=[CH:15][C:14]=2[O:19][CH3:20])=[CH:8][CH:7]=1)=[O:5])[CH3:2].[C:24](OC(=O)C)(=[O:26])[CH3:25].CO. Product: [C:24]([O:21][CH:12]([C:9]1[CH:8]=[CH:7][C:6]([C:4](=[O:5])[N:3]([CH2:1][CH3:2])[CH2:22][CH3:23])=[CH:11][CH:10]=1)[C:13]1[CH:18]=[CH:17][CH:16]=[CH:15][C:14]=1[O:19][CH3:20])(=[O:26])[CH3:25]. The catalyst class is: 17.